Dataset: Full USPTO retrosynthesis dataset with 1.9M reactions from patents (1976-2016). Task: Predict the reactants needed to synthesize the given product. (1) Given the product [F:9][C:10]1[CH:11]=[CH:12][C:13]([C:16]2([C:23]3[CH:24]=[CH:25][C:26]([F:29])=[CH:27][CH:28]=3)[CH2:17][C:18]3[NH:2][N:1]=[C:3]([C:4]([O:6][CH2:7][CH3:8])=[O:5])[C:19]=3[CH:20]=[CH:21]2)=[CH:14][CH:15]=1, predict the reactants needed to synthesize it. The reactants are: [N+:1](=[CH:3][C:4]([O:6][CH2:7][CH3:8])=[O:5])=[N-:2].[F:9][C:10]1[CH:15]=[CH:14][C:13]([C:16]2([C:23]3[CH:28]=[CH:27][C:26]([F:29])=[CH:25][CH:24]=3)[CH2:21][CH2:20][C:19](=O)[CH:18]=[CH:17]2)=[CH:12][CH:11]=1.C([N-]C(C)C)(C)C.[Li+].C([Li])CCC.C(NC(C)C)(C)C. (2) Given the product [Br-:23].[F:35][C:26]1[CH:27]=[C:28]([C:31]([F:32])([F:33])[F:34])[CH:29]=[CH:30][C:25]=1[CH2:24][N@@+:5]12[CH2:4][C@H:3]([CH:2]=[CH2:1])[C@@H:8]([CH2:7][CH2:6]1)[CH2:9][CH:10]2[C@@H:11]([OH:22])[C:12]1[C:17]2[C:16](=[CH:21][CH:20]=[CH:19][CH:18]=2)[N:15]=[CH:14][CH:13]=1, predict the reactants needed to synthesize it. The reactants are: [CH2:1]=[CH:2][C@@H:3]1[C@@H:8]2[CH2:9][C@H:10]([C@@H:11]([OH:22])[C:12]3[CH:13]=[CH:14][N:15]=[C:16]4[CH:21]=[CH:20][CH:19]=[CH:18][C:17]=34)[N:5]([CH2:6][CH2:7]2)[CH2:4]1.[Br:23][CH2:24][C:25]1[CH:30]=[CH:29][C:28]([C:31]([F:34])([F:33])[F:32])=[CH:27][C:26]=1[F:35]. (3) Given the product [CH3:13][C:14]1[C:22]([O:23][C@@H:24]2[CH2:29][CH2:28][CH2:27][C@H:26]([NH:30][CH2:1][C:2]3[CH:7]=[CH:6][N:5]=[CH:4][CH:3]=3)[CH2:25]2)=[CH:21][CH:20]=[C:19]2[C:15]=1[CH:16]=[N:17][NH:18]2, predict the reactants needed to synthesize it. The reactants are: [CH:1](=O)[C:2]1[CH:7]=[CH:6][N:5]=[CH:4][CH:3]=1.C(O)(=O)C.[CH3:13][C:14]1[C:22]([O:23][C@@H:24]2[CH2:29][CH2:28][CH2:27][C@H:26]([NH2:30])[CH2:25]2)=[CH:21][CH:20]=[C:19]2[C:15]=1[CH:16]=[N:17][NH:18]2.C([BH3-])#N.[Na+].[OH-].[Na+]. (4) Given the product [CH3:18][N:19]1[C:24](=[O:25])[C:23]2[CH:26]=[C:27]([C:11]([C:1]3[C:10]4[C:5](=[CH:6][CH:7]=[CH:8][CH:9]=4)[CH:4]=[CH:3][CH:2]=3)=[O:12])[S:28][C:22]=2[N:21]([CH2:29][CH:30]([CH3:31])[CH3:32])[C:20]1=[O:33], predict the reactants needed to synthesize it. The reactants are: [C:1]1([C:11](Cl)=[O:12])[C:10]2[C:5](=[CH:6][CH:7]=[CH:8][CH:9]=2)[CH:4]=[CH:3][CH:2]=1.[Cl-].[Al+3].[Cl-].[Cl-].[CH3:18][N:19]1[C:24](=[O:25])[C:23]2[CH:26]=[CH:27][S:28][C:22]=2[N:21]([CH2:29][CH:30]([CH3:32])[CH3:31])[C:20]1=[O:33]. (5) Given the product [CH3:1][C:2]1[CH:3]=[C:4]([CH:8]=[CH:9][C:10]=1[B:11]1[O:15][C:14]([CH3:17])([CH3:16])[C:13]([CH3:19])([CH3:18])[O:12]1)[C:5]([O:7][CH3:24])=[O:6], predict the reactants needed to synthesize it. The reactants are: [CH3:1][C:2]1[CH:3]=[C:4]([CH:8]=[CH:9][C:10]=1[B:11]1[O:15][C:14]([CH3:17])([CH3:16])[C:13]([CH3:19])([CH3:18])[O:12]1)[C:5]([OH:7])=[O:6].S(Cl)(Cl)=O.[CH3:24]O. (6) Given the product [CH3:24][N:12]([CH2:13][C:14]1[N:15]([CH3:23])[C:16]2[C:21]([CH:22]=1)=[CH:20][CH:19]=[CH:18][CH:17]=2)[C:10](=[O:11])/[CH:9]=[CH:8]/[C:5]1[CH:6]=[N:7][C:2]([NH:1][CH2:28][C:29](=[O:31])[CH3:30])=[CH:3][CH:4]=1, predict the reactants needed to synthesize it. The reactants are: [NH2:1][C:2]1[N:7]=[CH:6][C:5](/[CH:8]=[CH:9]/[C:10]([N:12]([CH3:24])[CH2:13][C:14]2[N:15]([CH3:23])[C:16]3[C:21]([CH:22]=2)=[CH:20][CH:19]=[CH:18][CH:17]=3)=[O:11])=[CH:4][CH:3]=1.[H-].[Na+].Br[CH2:28][C:29](OC)([O:31]C)[CH3:30]. (7) Given the product [CH3:1][O:2][C:3]1[CH:8]=[CH:7][C:6]2[CH:10]3[CH2:15][CH2:14][CH2:13][CH2:12][CH:11]3[O:9][C:5]=2[CH:4]=1.[CH3:1][O:2][C:3]1[CH:8]=[CH:7][C:6]2[C:10]3[CH2:15][CH2:14][CH2:13][CH2:12][C:11]=3[O:9][C:5]=2[CH:4]=1, predict the reactants needed to synthesize it. The reactants are: [CH3:1][O:2][C:3]1[CH:4]=[C:5]([OH:9])[CH:6]=[CH:7][CH:8]=1.[CH:10]1[CH2:15][CH2:14][CH:13]=[CH:12][CH:11]=1. (8) Given the product [C:40]([O:39][C:37]([CH2:36][O:35][CH:32]1[CH2:31][CH2:30][N:29]([CH:16]2[CH2:17][CH2:18][N:19]([C:22]([O:24][CH2:25][C:28]3[CH:13]=[CH:11][CH:50]=[CH:46][CH:47]=3)=[O:23])[CH2:20][CH2:21]2)[CH2:34][CH2:33]1)=[O:38])([CH3:43])([CH3:42])[CH3:41], predict the reactants needed to synthesize it. The reactants are: [BH-](O[C:11]([CH3:13])=O)(OC(C)=O)OC(C)=O.[Na+].O=[C:16]1[CH2:21][CH2:20][N:19]([C:22]([O:24][C:25]([CH3:28])(C)C)=[O:23])[CH2:18][CH2:17]1.[NH:29]1[CH2:34][CH2:33][CH:32]([O:35][CH2:36][C:37]([O:39][C:40]([CH3:43])([CH3:42])[CH3:41])=[O:38])[CH2:31][CH2:30]1.[OH-].[Na+].[CH2:46]1[CH2:50]OC[CH2:47]1. (9) Given the product [Cl:1][C:2]1[CH:7]=[CH:6][C:5]([CH:8]([OH:10])[CH3:9])=[CH:4][CH:3]=1, predict the reactants needed to synthesize it. The reactants are: [Cl:1][C:2]1[CH:7]=[CH:6][C:5]([C:8](=[O:10])[CH3:9])=[CH:4][CH:3]=1.